From a dataset of Reaction yield outcomes from USPTO patents with 853,638 reactions. Predict the reaction yield, written as a fraction of the theoretical maximum amount of product (1.0 means a 100% yield; for example, 0.34 means a 34% yield). The catalyst is O1CCOCC1. The yield is 1.00. The product is [N+:11]([C:6]1[CH:7]=[C:8]2[CH2:9][NH:14][CH2:2][CH2:3][N:4]2[N:5]=1)([O-:13])=[O:12]. The reactants are Br[CH2:2][CH2:3][N:4]1[C:8]([CH2:9]Br)=[CH:7][C:6]([N+:11]([O-:13])=[O:12])=[N:5]1.[NH3:14].